Dataset: Forward reaction prediction with 1.9M reactions from USPTO patents (1976-2016). Task: Predict the product of the given reaction. (1) Given the reactants [CH3:1][O:2][C:3]1[CH:4]=[C:5]([CH:13]=[CH:14][CH:15]=1)/[CH:6]=[C:7](\[CH2:11][CH3:12])/[C:8]([OH:10])=O.[Cl:16][C:17]1[CH:23]=[CH:22][C:20]([NH2:21])=[CH:19][C:18]=1[C:24]([F:27])([F:26])[F:25].CCN=C=NCCCN(C)C, predict the reaction product. The product is: [Cl:16][C:17]1[CH:23]=[CH:22][C:20]([NH:21][C:8](=[O:10])/[C:7](=[CH:6]/[C:5]2[CH:13]=[CH:14][CH:15]=[C:3]([O:2][CH3:1])[CH:4]=2)/[CH2:11][CH3:12])=[CH:19][C:18]=1[C:24]([F:25])([F:26])[F:27]. (2) Given the reactants [Br:1][C:2]1[C:3]([CH3:10])=[C:4]([CH2:8][OH:9])[CH:5]=[N:6][CH:7]=1.[H-].[Na+].I[CH3:14], predict the reaction product. The product is: [Br:1][C:2]1[CH:7]=[N:6][CH:5]=[C:4]([CH2:8][O:9][CH3:14])[C:3]=1[CH3:10]. (3) Given the reactants CO[C:3]1([C:13]2[C:22]3[C:17](=[CH:18][CH:19]=[CH:20][CH:21]=3)[CH:16]=[CH:15][CH:14]=2)[C:11]2[C:6](=C(Br)C=C[CH:10]=2)[CH2:5][CH2:4]1.[Li]CCCC.[CH:38]([O:37]B([O:37][CH:38]([CH3:40])[CH3:39])[O:37][CH:38]([CH3:40])[CH3:39])([CH3:40])[CH3:39].C(O)(=O)C.OO, predict the reaction product. The product is: [C:13]1([C:3]2[C:4]3[C:40](=[C:38]([OH:37])[CH:39]=[CH:6][CH:5]=3)[CH2:10][CH:11]=2)[C:22]2[C:17](=[CH:18][CH:19]=[CH:20][CH:21]=2)[CH:16]=[CH:15][CH:14]=1.